From a dataset of NCI-60 drug combinations with 297,098 pairs across 59 cell lines. Regression. Given two drug SMILES strings and cell line genomic features, predict the synergy score measuring deviation from expected non-interaction effect. (1) Drug 1: CCCCC(=O)OCC(=O)C1(CC(C2=C(C1)C(=C3C(=C2O)C(=O)C4=C(C3=O)C=CC=C4OC)O)OC5CC(C(C(O5)C)O)NC(=O)C(F)(F)F)O. Drug 2: CN(C(=O)NC(C=O)C(C(C(CO)O)O)O)N=O. Cell line: SR. Synergy scores: CSS=62.9, Synergy_ZIP=1.17, Synergy_Bliss=-0.214, Synergy_Loewe=-12.0, Synergy_HSA=0.852. (2) Drug 1: CC(C)NC(=O)C1=CC=C(C=C1)CNNC.Cl. Drug 2: C(CN)CNCCSP(=O)(O)O. Cell line: NCI-H460. Synergy scores: CSS=2.29, Synergy_ZIP=1.06, Synergy_Bliss=3.12, Synergy_Loewe=0.479, Synergy_HSA=0.862. (3) Drug 1: C1=CC(=C2C(=C1NCCNCCO)C(=O)C3=C(C=CC(=C3C2=O)O)O)NCCNCCO. Drug 2: CS(=O)(=O)OCCCCOS(=O)(=O)C. Cell line: BT-549. Synergy scores: CSS=31.8, Synergy_ZIP=-1.07, Synergy_Bliss=-0.801, Synergy_Loewe=-19.3, Synergy_HSA=0.485.